Dataset: Forward reaction prediction with 1.9M reactions from USPTO patents (1976-2016). Task: Predict the product of the given reaction. (1) The product is: [Cl:24][C:25]1[CH:26]=[C:27]([CH:31]=[CH:32][CH:33]=1)[C:28]([N:15]1[CH2:16][CH2:17][C:12]2([O:11][C:10]3[C:20]4[C:6]([C:7](=[O:23])[C:8](=[O:22])[C:9]=3[S:19][CH2:18]2)=[CH:5][CH:4]=[C:3]([O:2][CH3:1])[CH:21]=4)[CH2:13][CH2:14]1)=[O:29]. Given the reactants [CH3:1][O:2][C:3]1[CH:21]=[C:20]2[C:6]([C:7](=[O:23])[C:8](=[O:22])[C:9]3[S:19][CH2:18][C:12]4([CH2:17][CH2:16][NH:15][CH2:14][CH2:13]4)[O:11][C:10]=32)=[CH:5][CH:4]=1.[Cl:24][C:25]1[CH:26]=[C:27]([CH:31]=[CH:32][CH:33]=1)[C:28](Cl)=[O:29], predict the reaction product. (2) Given the reactants Br[C:2]1[C:3]([C:16]2[CH:21]=[CH:20][C:19]([F:22])=[CH:18][CH:17]=2)=[N:4][C:5]([O:13][CH2:14][CH3:15])=[C:6]([CH:12]=1)[C:7]([O:9][CH2:10][CH3:11])=[O:8].[CH:23]1(B(O)O)[CH2:25][CH2:24]1.C1(P(C2CCCCC2)C2C=CC=CC=2C2C(OC)=CC=CC=2OC)CCCCC1.C(=O)([O-])[O-].[Na+].[Na+], predict the reaction product. The product is: [CH:23]1([C:2]2[C:3]([C:16]3[CH:21]=[CH:20][C:19]([F:22])=[CH:18][CH:17]=3)=[N:4][C:5]([O:13][CH2:14][CH3:15])=[C:6]([CH:12]=2)[C:7]([O:9][CH2:10][CH3:11])=[O:8])[CH2:25][CH2:24]1. (3) Given the reactants [Br:1][C:2]1[CH:3]=[CH:4][C:5]2[C:6]3[N:14]([CH2:15][CH:16]4[CH2:21][CH2:20][CH2:19][CH2:18][CH2:17]4)[C:13]([CH2:22][O:23][CH2:24][CH3:25])=[N:12][C:7]=3[CH:8]=[N:9][C:10]=2[CH:11]=1.ClC1C=C(C=CC=1)C(OO)=O.[OH-].[NH4+:38].C1(C)C=CC(S(Cl)(=O)=O)=CC=1, predict the reaction product. The product is: [Br:1][C:2]1[CH:3]=[CH:4][C:5]2[C:6]3[N:14]([CH2:15][CH:16]4[CH2:21][CH2:20][CH2:19][CH2:18][CH2:17]4)[C:13]([CH2:22][O:23][CH2:24][CH3:25])=[N:12][C:7]=3[C:8]([NH2:38])=[N:9][C:10]=2[CH:11]=1. (4) Given the reactants N1C=CC=CC=1.Cl[C:8]([O:10][CH:11]([Cl:13])[CH3:12])=[O:9].[C:14]([O:18][CH2:19][CH2:20][CH2:21][CH2:22][OH:23])(=[O:17])[CH:15]=[CH2:16], predict the reaction product. The product is: [C:8](=[O:9])([O:23][CH2:22][CH2:21][CH2:20][CH2:19][O:18][C:14](=[O:17])[CH:15]=[CH2:16])[O:10][CH:11]([Cl:13])[CH3:12].